This data is from Experimentally validated miRNA-target interactions with 360,000+ pairs, plus equal number of negative samples. The task is: Binary Classification. Given a miRNA mature sequence and a target amino acid sequence, predict their likelihood of interaction. (1) Result: 1 (interaction). The miRNA is hsa-miR-4745-3p with sequence UGGCCCGGCGACGUCUCACGGUC. The protein sequence of the target gene is MTFTFQSEDLKRDCGKKMSHQHVFSLAMEEDVKTADTKKASRILDHEKENTRSICLLEQKRKVVSSNIDVPPARKSSEELDMDKVTAAMVLTSLSTSPLVRSPPVRPNESLSGSWKEGGCVPSSTSSSGYWSWSAPSDQSNPSTPSPPLSADSFKPFRSPAQPDDGIDEAEASNLLFDEPIPRKRKNSMKVMFKCLWKNCGKVLSTAAGIQKHIRTIHLGRVGDSDYSDGEEDFYYTEIKLNTDSVADGLSSLAPVSPSQSLASPPTFPIPDSSRTETPCAKTETKLMTPLSRSAPTTLY.... (2) The miRNA is hsa-miR-7154-5p with sequence UUCAUGAACUGGGUCUAGCUUGG. The protein sequence of the target gene is MPEPGKKPVSAFSKKPRSVEVAAGSPAVFEAETERAGVKVRWQRGGSDISASNKYGLATEGTRHTLTVREVGPADQGSYAVIAGSSKVKFDLKVIEAEKAEPMLAPAPAPAEATGAPGEAPAPAAELGESAPSPKGSSSAALNGPTPGAPDDPIGLFVMRPQDGEVTVGGSITFSARVAGASLLKPPVVKWFKGKWVDLSSKVGQHLQLHDSYDRASKVYLFELHITDAQPAFTGSYRCEVSTKDKFDCSNFNLTVHEAMGTGDLDLLSAFRRTSLAGGGRRISDSHEDTGILDFSSLLK.... Result: 0 (no interaction). (3) The miRNA is ath-miR163 with sequence UUGAAGAGGACUUGGAACUUCGAU. The protein sequence of the target gene is MSPTPEWVMVGGEGPESYKQHSSYQRDLLKAAKDKINAVISTNLSLNLISNRFSVADFGCASGPNTFVAVQNIIDAVEEKYLRETGQNPDDNIEFQVLFNDLSNNDFNTLFQGLPSGRRYYSAAIPGSFFDRVLPKHSIHIGVMNYAFQFTSKIPKGISDRNSPLWNRDMHCTGFNNKVKKAYLDQFSLDSKNILDARAEELVPEGLMLLLGSCLRDGIKMSETYRGIVLDLIGASLNDLAQQGVIEKDKVESFNITLYIAEEGELRQIIEENGKFTIEAFEDIIQPNGESLDPKILAVS.... Result: 1 (interaction). (4) The miRNA is hsa-miR-4676-5p with sequence GAGCCAGUGGUGAGACAGUGA. The protein sequence of the target gene is MKGSNRNKDHSAEGEGVGKRPKRKCLQWHPLLAKKLLDFSEEEEEEDEEEDIDKVQLLGADGLEQDVGETEDDESPEQRARRPMNAFLLFCKRHRSLVRQEHPRLDNRGATKILADWWAVLDPKEKQKYTDMAKEYKDAFMKANPGYKWCPTTNKPVKSPTPTVNPRKKLWAFPSDSSRDLPSPKKAKTEEMPQLNFGMADPTQMGGLSMLLLAGEHALGTPEVSSGTCRPDVSESPELRQKSPLFQFAEISSSTSHSDASTKQCQTSALFQFAEISSNTSQLGGAEPVKRCGKSALFQL.... Result: 1 (interaction). (5) The miRNA is cel-miR-231-3p with sequence UAAGCUCGUGAUCAACAGGCAGAA. The protein sequence of the target gene is MFSRRSHGDVKKSTQKVLDPKKDVLTRLKHLRALLDNVDASDLKQFFETNYSQIYFIFYENFITLENSLKLKGNNKSQREELDSILFLFEKILQFLPERIFFRWHYQSIGSTLKKLLHTGNSIKIRCEGIRLFLLWLQALQTNCAEEQVLIFACLVPGFPAVLSSRGPCTLETLINPSPSIVDAKIYPEEITPLLPAISGEKIAEDQTCFFLQILLKYMVIQAASLEWKNKENQDTGFKFLFTLFRKYYLPHLFPSFTKLTNIYKPVLEIPHLRPKPVYVTVTRDNETIYSTKIPYMAAR.... Result: 0 (no interaction). (6) The protein sequence of the target gene is METLSQDSLLECQICFNYYSPRRRPKLLDCKHTCCSVCLQQMRTSQKDVRCPWCRGITKLPPGFSVSQLPDDPEVLAVIAIPHTSEHTPVFIKLPSNGCYMLPLPISKERTLLPGDMGCRLLPGSQQKSLTVVTIPAEQQPLQGGAPPEAVEEEPDRRGVVKSSTWSGVCTVILVACVLVFLLGIVLHNMSCISKRFTVISCG. Result: 0 (no interaction). The miRNA is hsa-miR-323a-5p with sequence AGGUGGUCCGUGGCGCGUUCGC. (7) The miRNA is mmu-miR-196a-5p with sequence UAGGUAGUUUCAUGUUGUUGGG. The protein sequence of the target gene is MWLPPALLLLSLSGCFSIQGPESVRAPEQGSLTVQCHYKQGWETYIKWWCRGVRWDTCKILIETRGSEQGEKSDRVSIKDNQKDRTFTVTMEGLRRDDADVYWCGIERRGPDLGTQVKVIVDPEGAASTTASSPTNSNMAVFIGSHKRNHYMLLVFVKVPILLILVTAILWLKGSQRVPEEPGEQPIYMNFSEPLTKDMAT. Result: 0 (no interaction).